Predict the reaction yield, written as a fraction of the theoretical maximum amount of product (1.0 means a 100% yield; for example, 0.34 means a 34% yield). From a dataset of Reaction yield outcomes from USPTO patents with 853,638 reactions. The reactants are C([O:3][C:4](=[O:38])[CH2:5][CH2:6][C:7]1[CH:12]=[CH:11][C:10]([O:13][CH2:14][CH2:15][C:16]2[N:17]=[C:18]([C:21]3[CH:26]=[CH:25][CH:24]=[CH:23][CH:22]=3)[O:19][CH:20]=2)=[CH:9][C:8]=1[CH2:27][O:28][C:29](=[O:37])[NH:30][CH:31]1[CH2:36][CH2:35][CH2:34][CH2:33][CH2:32]1)C.[OH-].[Na+]. The catalyst is C(O)C. The product is [CH:31]1([NH:30][C:29]([O:28][CH2:27][C:8]2[CH:9]=[C:10]([O:13][CH2:14][CH2:15][C:16]3[N:17]=[C:18]([C:21]4[CH:22]=[CH:23][CH:24]=[CH:25][CH:26]=4)[O:19][CH:20]=3)[CH:11]=[CH:12][C:7]=2[CH2:6][CH2:5][C:4]([OH:38])=[O:3])=[O:37])[CH2:36][CH2:35][CH2:34][CH2:33][CH2:32]1. The yield is 0.630.